This data is from Catalyst prediction with 721,799 reactions and 888 catalyst types from USPTO. The task is: Predict which catalyst facilitates the given reaction. (1) Reactant: [CH2:1]([N:8]1[CH:12]=[C:11]([C:13](OCC)=[O:14])[C:10]([O:18][CH2:19][C:20]2[CH:25]=[CH:24][C:23]([O:26][CH2:27][C:28]3[N:29]=[C:30]([C:34]4[CH:39]=[CH:38][CH:37]=[CH:36][CH:35]=4)[O:31][C:32]=3[CH3:33])=[C:22]([O:40][CH3:41])[CH:21]=2)=[N:9]1)[C:2]1[CH:7]=[CH:6][CH:5]=[CH:4][CH:3]=1.[H-].[Al+3].[Li+].[H-].[H-].[H-].O.O.O.O.O.O.O.O.O.O.S([O-])([O-])(=O)=O.[Na+].[Na+]. Product: [CH2:1]([N:8]1[CH:12]=[C:11]([CH2:13][OH:14])[C:10]([O:18][CH2:19][C:20]2[CH:25]=[CH:24][C:23]([O:26][CH2:27][C:28]3[N:29]=[C:30]([C:34]4[CH:39]=[CH:38][CH:37]=[CH:36][CH:35]=4)[O:31][C:32]=3[CH3:33])=[C:22]([O:40][CH3:41])[CH:21]=2)=[N:9]1)[C:2]1[CH:7]=[CH:6][CH:5]=[CH:4][CH:3]=1. The catalyst class is: 54. (2) Reactant: [N+:1]([C:4]1[CH:9]=[C:8]([N+:10]([O-:12])=[O:11])[CH:7]=[CH:6][C:5]=1F)([O-:3])=[O:2].[CH2:14]([CH2:16][NH2:17])[OH:15].C([O-])([O-])=O.[K+].[K+]. Product: [N+:1]([C:4]1[CH:9]=[C:8]([N+:10]([O-:12])=[O:11])[CH:7]=[CH:6][C:5]=1[NH:17][CH2:16][CH2:14][OH:15])([O-:3])=[O:2]. The catalyst class is: 10.